This data is from Reaction yield outcomes from USPTO patents with 853,638 reactions. The task is: Predict the reaction yield, written as a fraction of the theoretical maximum amount of product (1.0 means a 100% yield; for example, 0.34 means a 34% yield). (1) The reactants are [CH3:1][O:2][C:3]1[CH:12]=[CH:11][CH:10]=[C:9]2[C:4]=1[CH:5]=[CH:6][C:7]([C:13]#N)=[CH:8]2.[OH-:15].[K+].Cl.[OH2:18]. The catalyst is C(O)C. The product is [CH3:1][O:2][C:3]1[CH:12]=[CH:11][CH:10]=[C:9]2[C:4]=1[CH:5]=[CH:6][C:7]([C:13]([OH:18])=[O:15])=[CH:8]2. The yield is 0.940. (2) The reactants are Cl[CH2:2][C:3]1[CH:8]=[CH:7][CH:6]=[CH:5][C:4]=1[CH2:9][C:10]([OH:12])=[O:11].[NH:13]1[CH2:18][CH2:17][O:16][CH2:15][CH2:14]1. The catalyst is C1COCC1.C(OCC)(=O)C. The product is [O:16]1[CH2:17][CH2:18][N:13]([CH2:2][C:3]2[CH:8]=[CH:7][CH:6]=[CH:5][C:4]=2[CH2:9][C:10]([OH:12])=[O:11])[CH2:14][CH2:15]1. The yield is 0.870. (3) The reactants are [OH:1][CH2:2][CH2:3][CH2:4][CH2:5][CH2:6][CH2:7][CH2:8][C:9]1[CH:15]=[CH:14][C:12]([NH2:13])=[CH:11][CH:10]=1.CCN(CC)CC.Cl[C:24]1[C:25]2[C:30]([N:31]=[C:32]3[C:37]=1[CH:36]=[CH:35][CH:34]=[CH:33]3)=[CH:29][CH:28]=[CH:27][CH:26]=2. The catalyst is CO. The product is [CH:26]1[C:25]2[C:30](=[N:31][C:32]3[C:37]([C:24]=2[NH:13][C:12]2[CH:11]=[CH:10][C:9]([CH2:8][CH2:7][CH2:6][CH2:5][CH2:4][CH2:3][CH2:2][OH:1])=[CH:15][CH:14]=2)=[CH:36][CH:35]=[CH:34][CH:33]=3)[CH:29]=[CH:28][CH:27]=1. The yield is 0.910. (4) The reactants are [CH3:1][N:2]1[C@@H:11]([C@H:12]2[O:21][C:19](=[O:20])[C:18]3[C:17]([O:22][CH3:23])=[C:16]([O:24][CH3:25])[CH:15]=[CH:14][C:13]2=3)[C:10]2[C:9]([O:26][CH3:27])=[C:8]3[O:28][CH2:29][O:30][C:7]3=[CH:6][C:5]=2[CH2:4][CH2:3]1.N1C=CC=CC=1.[I:37]Cl.N. The catalyst is C(#N)C. The product is [I:37][C:6]1[C:5]2[CH2:4][CH2:3][N:2]([CH3:1])[C@@H:11]([C@@H:12]3[C:13]4[C:18](=[C:17]([O:22][CH3:23])[C:16]([O:24][CH3:25])=[CH:15][CH:14]=4)[C:19](=[O:20])[O:21]3)[C:10]=2[C:9]([O:26][CH3:27])=[C:8]2[O:28][CH2:29][O:30][C:7]=12. The yield is 0.760. (5) The reactants are [O:1]=[C:2]([C:13]1[O:14][C:15]([C:18]2[CH:23]=[CH:22][CH:21]=[CH:20][N:19]=2)=[CH:16][N:17]=1)[CH2:3][CH2:4][CH2:5][CH2:6][C:7]#[C:8][Si](C)(C)C.I[C:25]1[CH:30]=[CH:29][C:28]([C:31]([F:34])([F:33])[F:32])=[CH:27][CH:26]=1. No catalyst specified. The product is [O:1]=[C:2]([C:13]1[O:14][C:15]([C:18]2[CH:23]=[CH:22][CH:21]=[CH:20][N:19]=2)=[CH:16][N:17]=1)[CH2:3][CH2:4][CH2:5][CH2:6][C:7]#[C:8][C:25]1[CH:30]=[CH:29][C:28]([C:31]([F:34])([F:33])[F:32])=[CH:27][CH:26]=1. The yield is 0.600. (6) The reactants are [Cl:1][C:2]1[CH:7]=[CH:6][C:5]([CH:8]([C:11]2[CH:16]=[CH:15][CH:14]=[CH:13][CH:12]=2)[C:9]#N)=[C:4]([CH3:17])[CH:3]=1.[OH-:18].[Na+].CC[OH:22]. No catalyst specified. The product is [Cl:1][C:2]1[CH:7]=[CH:6][C:5]([CH:8]([C:11]2[CH:16]=[CH:15][CH:14]=[CH:13][CH:12]=2)[C:9]([OH:22])=[O:18])=[C:4]([CH3:17])[CH:3]=1. The yield is 0.800. (7) The reactants are [Br:1][C:2]1[CH:3]=[C:4]([NH2:9])[C:5]([NH2:8])=[CH:6][CH:7]=1.[CH:10]([CH:12]=O)=O. The catalyst is CO. The product is [Br:1][C:2]1[CH:3]=[C:4]2[C:5](=[CH:6][CH:7]=1)[N:8]=[CH:12][CH:10]=[N:9]2. The yield is 0.500. (8) The reactants are [Br:1][C:2]1[CH:3]=[CH:4][C:5]([Cl:21])=[C:6]([C:8]([C:10]2[CH:15]=[CH:14][C:13]([O:16][C:17]([F:20])([F:19])[F:18])=[CH:12][CH:11]=2)=[O:9])[CH:7]=1.[Na]. The catalyst is O1CCCC1.CO. The product is [Br:1][C:2]1[CH:3]=[CH:4][C:5]([Cl:21])=[C:6]([CH:8]([C:10]2[CH:11]=[CH:12][C:13]([O:16][C:17]([F:18])([F:19])[F:20])=[CH:14][CH:15]=2)[OH:9])[CH:7]=1. The yield is 0.995. (9) The reactants are C[O:2][C:3](=[O:26])[CH2:4][CH:5]1[CH2:10][CH2:9][CH2:8][CH2:7][N:6]1[C:11]([C:13]1[N:14]=[C:15]([CH3:25])[S:16][C:17]=1[C:18]1[CH:23]=[CH:22][C:21]([F:24])=[CH:20][CH:19]=1)=[O:12].[OH-].[Na+]. The catalyst is CO.O. The product is [F:24][C:21]1[CH:22]=[CH:23][C:18]([C:17]2[S:16][C:15]([CH3:25])=[N:14][C:13]=2[C:11]([N:6]2[CH2:7][CH2:8][CH2:9][CH2:10][CH:5]2[CH2:4][C:3]([OH:26])=[O:2])=[O:12])=[CH:19][CH:20]=1. The yield is 0.820.